Task: Predict the product of the given reaction.. Dataset: Forward reaction prediction with 1.9M reactions from USPTO patents (1976-2016) (1) The product is: [Cl:1][C:2]1[CH:3]=[C:4]2[C:9](=[CH:10][CH:11]=1)[N:8]=[CH:7][CH:6]=[C:5]2[CH2:12][N:13]1[C:21]([C:22]2[N:26]([CH3:27])[CH:25]=[N:24][CH:23]=2)=[C:20]2[C:15]([N:16]([CH2:31][CH:32]3[CH2:34][CH2:33]3)[C:17](=[O:30])[N:18]([CH3:29])/[C:19]/2=[N:36]\[CH3:35])=[N:14]1. Given the reactants [Cl:1][C:2]1[CH:3]=[C:4]2[C:9](=[CH:10][CH:11]=1)[N:8]=[CH:7][CH:6]=[C:5]2[CH2:12][N:13]1[C:21]([C:22]2[N:26]([CH3:27])[CH:25]=[N:24][CH:23]=2)=[C:20]2[C:15]([N:16]([CH2:31][CH:32]3[CH2:34][CH2:33]3)[C:17](=[O:30])[N:18]([CH3:29])[C:19]2=S)=[N:14]1.[CH3:35][NH2:36], predict the reaction product. (2) Given the reactants [OH-].[K+].[C:3]1(=[CH:9][C:10]([O:12]CC)=[O:11])[CH2:8][CH2:7][CH2:6][CH2:5][CH2:4]1, predict the reaction product. The product is: [C:3]1(=[CH:9][C:10]([OH:12])=[O:11])[CH2:8][CH2:7][CH2:6][CH2:5][CH2:4]1. (3) Given the reactants [CH3:1][N:2]([CH3:26])[C:3]([C:5]1[CH:6]=[CH:7][C:8]([F:25])=[C:9]([NH:11][C:12]([C:14]2[N:18]([CH2:19][CH3:20])[N:17]=[C:16]([C:21]([CH3:24])([CH3:23])[CH3:22])[CH:15]=2)=[O:13])[CH:10]=1)=[O:4].[B-](F)(F)(F)[F:28].[B-](F)(F)(F)F.C1[N+]2(CCl)CC[N+](F)(CC2)C1, predict the reaction product. The product is: [CH3:26][N:2]([CH3:1])[C:3]([C:5]1[CH:6]=[CH:7][C:8]([F:25])=[C:9]([NH:11][C:12]([C:14]2[N:18]([CH2:19][CH3:20])[N:17]=[C:16]([C:21]([CH3:22])([CH3:24])[CH3:23])[C:15]=2[F:28])=[O:13])[CH:10]=1)=[O:4]. (4) Given the reactants CN(C=O)C.[C:6]([O:14][C:15]1[C:23]([O:24][CH3:25])=[CH:22][C:18]([C:19]([OH:21])=O)=[C:17]([N+:26]([O-:28])=[O:27])[CH:16]=1)(=O)[C:7]1[CH:12]=[CH:11][CH:10]=[CH:9][CH:8]=1.S(Cl)(Cl)=O.[CH:33]1[C:45]2[CH:44]([NH2:46])[C:43]3[C:38](=[CH:39][CH:40]=[CH:41][CH:42]=3)[C:37]=2[CH:36]=[CH:35][CH:34]=1, predict the reaction product. The product is: [CH:33]1[C:45]2[CH:44]([NH:46][C:19](=[O:21])[C:18]3[CH:22]=[C:23]([O:24][CH3:25])[C:15]([O:14][CH2:6][C:7]4[CH:8]=[CH:9][CH:10]=[CH:11][CH:12]=4)=[CH:16][C:17]=3[N+:26]([O-:28])=[O:27])[C:43]3[C:38](=[CH:39][CH:40]=[CH:41][CH:42]=3)[C:37]=2[CH:36]=[CH:35][CH:34]=1. (5) Given the reactants Cl[CH2:2][CH2:3][CH2:4][N:5]([CH3:30])[C:6]([C:8]1[CH:9]=[N:10][N:11]2[CH:16]=[CH:15][C:14]([N:17]3[CH2:21][CH2:20][CH2:19][C@@H:18]3[C:22]3[C:23](=[O:29])[NH:24][CH:25]=[C:26]([F:28])[CH:27]=3)=[N:13][C:12]=12)=[O:7].C([O-])([O-])=O.[Cs+].[Cs+], predict the reaction product. The product is: [F:28][C:26]1[CH:27]=[C:22]2[C:23](=[N:24][CH:25]=1)[O:29][CH2:2][CH2:3][CH2:4][N:5]([CH3:30])[C:6](=[O:7])[C:8]1=[C:12]3[N:13]=[C:14]([CH:15]=[CH:16][N:11]3[N:10]=[CH:9]1)[N:17]1[C@@H:18]2[CH2:19][CH2:20][CH2:21]1. (6) Given the reactants [CH2:1](N)[C:2]1[CH:7]=[CH:6][CH:5]=[CH:4][CH:3]=1.[CH3:9][O:10][C:11]1[CH:18]=[CH:17][C:14]([CH:15]=O)=[CH:13][CH:12]=1.[BH3-][C:20]#[N:21].[Na+], predict the reaction product. The product is: [CH2:1]([N:21]([CH2:20][C:14]1[CH:17]=[CH:18][C:11]([O:10][CH3:9])=[CH:12][CH:13]=1)[CH2:15][C:14]1[CH:17]=[CH:18][C:11]([O:10][CH3:9])=[CH:12][CH:13]=1)[C:2]1[CH:7]=[CH:6][CH:5]=[CH:4][CH:3]=1.